Dataset: Reaction yield outcomes from USPTO patents with 853,638 reactions. Task: Predict the reaction yield, written as a fraction of the theoretical maximum amount of product (1.0 means a 100% yield; for example, 0.34 means a 34% yield). (1) The reactants are C(C1C=C2C(=C(F)C=1)C(=O)N(C1C=CC=C(C3C=[C:27]([NH:29][C:30]4C=CC(C(N5CCC(O)C5)=O)=C[N:31]=4)[C:26](=O)[N:25]([CH3:45])N=3)C=1CO)N=C2)(C)(C)C.Br[C:49]1[C:50](=[O:57])[N:51]([CH3:56])[N:52]=[C:53]([Cl:55])[CH:54]=1.[C:58](=O)([O-])[O-].[Cs+].[Cs+].C1(P(C2C=CC=CC=2)C2C3OC4C(=CC=CC=4P(C4C=CC=CC=4)C4C=CC=CC=4)C(C)(C)C=3C=CC=2)C=CC=CC=1.[O:106]1[CH2:111][CH2:110][O:109][CH2:108][CH2:107]1. The catalyst is ClCCl.O.C1C=CC(/C=C/C(/C=C/C2C=CC=CC=2)=O)=CC=1.C1C=CC(/C=C/C(/C=C/C2C=CC=CC=2)=O)=CC=1.C1C=CC(/C=C/C(/C=C/C2C=CC=CC=2)=O)=CC=1.[Pd].[Pd]. The product is [Cl:55][C:53]1[CH:54]=[C:49]([NH:31][C:30]2[CH:45]=[N:25][C:26]([C@H:111]3[CH2:110][O:109][C:108]([CH3:107])([CH3:58])[O:106]3)=[CH:27][N:29]=2)[C:50](=[O:57])[N:51]([CH3:56])[N:52]=1. The yield is 0.500. (2) The reactants are [N+:1]([C:4]1[CH:12]=[C:11]2[C:7]([C:8]([C:13]#[N:14])=[CH:9][NH:10]2)=[CH:6][CH:5]=1)([O-])=O. The catalyst is CCO.[Pd]. The product is [NH2:1][C:4]1[CH:12]=[C:11]2[C:7]([C:8]([C:13]#[N:14])=[CH:9][NH:10]2)=[CH:6][CH:5]=1. The yield is 0.980. (3) The product is [OH:57][C@H:56]([CH2:58][N:25]1[CH2:24][CH2:23][CH2:22][CH2:27][CH2:26]1)[CH2:55][O:54][C:41]1[CH:42]=[CH:43][C:44]2[C:45]3[N:46]([CH2:51][CH2:52][N:53]=3)[C:47]([NH2:50])=[N:48][C:49]=2[C:40]=1[O:39][CH3:38]. The yield is 0.790. The catalyst is CN(C=O)C. The reactants are FC(F)(F)C(O)=O.FC(F)(F)C(O)=O.NC1[N:25]2[CH2:26][CH2:27]N=[C:24]2[C:23]2[CH:22]=CC(O)=C(OC)C=2N=1.C(=O)([O-])[O-].[Cs+].[Cs+].[CH3:38][O:39][C:40]1[C:49]2[N:48]=[C:47]([NH2:50])[N:46]3[CH2:51][CH2:52][N:53]=[C:45]3[C:44]=2[CH:43]=[CH:42][C:41]=1[O:54][CH2:55][C@H:56]1[CH2:58][O:57]1.N1CCCCC1. (4) The reactants are [CH2:1]([N:4]([CH:14]([CH3:16])[CH3:15])[C:5]1[CH:12]=[CH:11]C(C#N)=[CH:7][C:6]=1[Cl:13])[CH:2]=[CH2:3].[OH-:17].[K+].[CH3:19][CH2:20][OH:21]. No catalyst specified. The product is [CH2:1]([N:4]([CH:14]([CH3:16])[CH3:15])[C:5]1[CH:12]=[CH:11][C:19]([C:20]([OH:17])=[O:21])=[CH:7][C:6]=1[Cl:13])[CH:2]=[CH2:3]. The yield is 0.540. (5) The reactants are [C:1]1([CH:7]([C:9]2[CH:14]=[CH:13][CH:12]=[CH:11][CH:10]=2)[NH2:8])[CH:6]=[CH:5][CH:4]=[CH:3][CH:2]=1.[CH3:15][O:16][C:17]1[CH:24]=[CH:23][C:20]([CH:21]=O)=[CH:19][CH:18]=1.C(=O)([O-])[O-].[Na+].[Na+]. The catalyst is CO. The product is [CH3:15][O:16][C:17]1[CH:24]=[CH:23][C:20](/[CH:21]=[N:8]/[CH:7]([C:1]2[CH:2]=[CH:3][CH:4]=[CH:5][CH:6]=2)[C:9]2[CH:10]=[CH:11][CH:12]=[CH:13][CH:14]=2)=[CH:19][CH:18]=1. The yield is 0.730. (6) The reactants are [CH2:1]([O:8][C:9]([C:11]1[O:12][C:13]([CH:16](O)[C:17]([CH3:19])=[CH2:18])=[CH:14][CH:15]=1)=[O:10])[C:2]1[CH:7]=[CH:6][CH:5]=[CH:4][CH:3]=1.[CH:21](OCC)([O:25][CH2:26][CH3:27])[O:22]CC.[C:31](O)(=O)CC. No catalyst specified. The product is [CH2:1]([O:8][C:9]([C:11]1[O:12][C:13](/[CH:16]=[C:17](\[CH3:19])/[CH2:18][CH2:31][C:21]([O:25][CH2:26][CH3:27])=[O:22])=[CH:14][CH:15]=1)=[O:10])[C:2]1[CH:7]=[CH:6][CH:5]=[CH:4][CH:3]=1. The yield is 0.350. (7) The reactants are [F:1][C:2]1[CH:16]=[CH:15][C:5]([O:6][C:7]2[CH:14]=[CH:13][C:10]([CH:11]=[O:12])=[CH:9][CH:8]=2)=[CH:4][CH:3]=1.[BH4-].[Na+]. The catalyst is CO. The product is [F:1][C:2]1[CH:16]=[CH:15][C:5]([O:6][C:7]2[CH:14]=[CH:13][C:10]([CH2:11][OH:12])=[CH:9][CH:8]=2)=[CH:4][CH:3]=1. The yield is 0.659.